From a dataset of Forward reaction prediction with 1.9M reactions from USPTO patents (1976-2016). Predict the product of the given reaction. Given the reactants C(=O)(O)[O-].[Na+].[Br:6][C:7]1[CH:13]=[CH:12][C:10]([NH2:11])=[C:9]([O:14][CH3:15])[CH:8]=1.Cl[C:17]([O:19][CH2:20][C:21]1[CH:26]=[CH:25][CH:24]=[CH:23][CH:22]=1)=[O:18], predict the reaction product. The product is: [Br:6][C:7]1[CH:13]=[CH:12][C:10]([NH:11][C:17](=[O:18])[O:19][CH2:20][C:21]2[CH:26]=[CH:25][CH:24]=[CH:23][CH:22]=2)=[C:9]([O:14][CH3:15])[CH:8]=1.